From a dataset of Full USPTO retrosynthesis dataset with 1.9M reactions from patents (1976-2016). Predict the reactants needed to synthesize the given product. Given the product [CH2:23]([C:19]1[CH:20]=[C:21]([CH3:22])[C:16]([N:13]2[CH2:14][CH2:15][N:10]([C:8]([C:5]3[CH:6]=[CH:7][C:2]([N:29]4[CH2:30][C:31](=[O:32])[N:27]([CH3:26])[C:28]4=[O:33])=[CH:3][C:4]=3[F:25])=[O:9])[CH2:11][CH2:12]2)=[N:17][CH:18]=1)[CH3:24], predict the reactants needed to synthesize it. The reactants are: Br[C:2]1[CH:7]=[CH:6][C:5]([C:8]([N:10]2[CH2:15][CH2:14][N:13]([C:16]3[C:21]([CH3:22])=[CH:20][C:19]([CH2:23][CH3:24])=[CH:18][N:17]=3)[CH2:12][CH2:11]2)=[O:9])=[C:4]([F:25])[CH:3]=1.[CH3:26][N:27]1[C:31](=[O:32])[CH2:30][NH:29][C:28]1=[O:33].